This data is from Full USPTO retrosynthesis dataset with 1.9M reactions from patents (1976-2016). The task is: Predict the reactants needed to synthesize the given product. (1) Given the product [CH:8]#[N:9].[CH2:5]([C:7]1[C:8]([C:29]2[CH:30]=[CH:31][C:32]([O:35][CH3:1])=[CH:33][CH:34]=2)=[N:9][N:10]([C:19]2[CH:24]=[CH:23][CH:22]=[CH:21][C:20]=2[C:25]([F:28])([F:27])[F:26])[C:11]=1[C:12]1[CH:17]=[CH:16][C:15]([OH:18])=[CH:14][CH:13]=1)[CH3:6], predict the reactants needed to synthesize it. The reactants are: [CH3:1]C(C)=O.[CH2:5]([C:7]1[C:8]([C:29]2[CH:34]=[CH:33][C:32]([OH:35])=[CH:31][CH:30]=2)=[N:9][N:10]([C:19]2[CH:24]=[CH:23][CH:22]=[CH:21][C:20]=2[C:25]([F:28])([F:27])[F:26])[C:11]=1[C:12]1[CH:17]=[CH:16][C:15]([OH:18])=[CH:14][CH:13]=1)[CH3:6].C(=O)([O-])[O-].[K+].[K+].COS(OC)(=O)=O. (2) Given the product [C:38]([O:37][C:36]([NH:35][CH2:34][CH2:33][CH2:32][CH2:31][CH2:30][CH2:29][CH2:28][CH2:27][NH:26][C:2]1[N:7]=[C:6]([O:8][CH2:9][C:10]([F:13])([F:12])[F:11])[N:5]=[C:4]([NH:14][C:15]2[CH:24]=[CH:23][C:18]([C:19]([O:21][CH3:22])=[O:20])=[CH:17][CH:16]=2)[N:3]=1)=[O:42])([CH3:41])([CH3:40])[CH3:39], predict the reactants needed to synthesize it. The reactants are: Cl[C:2]1[N:7]=[C:6]([O:8][CH2:9][C:10]([F:13])([F:12])[F:11])[N:5]=[C:4]([NH:14][C:15]2[CH:24]=[CH:23][C:18]([C:19]([O:21][CH3:22])=[O:20])=[CH:17][CH:16]=2)[N:3]=1.Cl.[NH2:26][CH2:27][CH2:28][CH2:29][CH2:30][CH2:31][CH2:32][CH2:33][CH2:34][NH:35][C:36](=[O:42])[O:37][C:38]([CH3:41])([CH3:40])[CH3:39].CCN(C(C)C)C(C)C. (3) The reactants are: C(OC(=O)[NH:7][CH:8]1[CH2:13][CH2:12][N:11]([CH2:14][CH2:15][N:16]2[C:25]3[C:20](=[CH:21][CH:22]=[C:23]([F:26])[CH:24]=3)[C:19](=[O:27])[N:18]([CH3:28])[C:17]2=[O:29])[CH2:10][CH2:9]1)(C)(C)C.FC(F)(F)C(O)=O.NC1CCN(CCN2C3C=C(OC)C=CC=3COC2=O)CC1. Given the product [NH2:7][CH:8]1[CH2:9][CH2:10][N:11]([CH2:14][CH2:15][N:16]2[C:25]3[C:20](=[CH:21][CH:22]=[C:23]([F:26])[CH:24]=3)[C:19](=[O:27])[N:18]([CH3:28])[C:17]2=[O:29])[CH2:12][CH2:13]1, predict the reactants needed to synthesize it. (4) Given the product [CH3:27][O:28][C:29]([C:30]1[CH:31]=[C:32]([C:10]2[CH:9]=[CH:8][C:7]([NH:6][C:4](=[O:5])[C:3]3[C:22]([F:26])=[CH:23][CH:24]=[CH:25][C:2]=3[F:1])=[CH:12][CH:11]=2)[C:33]([CH3:36])=[CH:34][CH:35]=1)=[O:38], predict the reactants needed to synthesize it. The reactants are: [F:1][C:2]1[CH:25]=[CH:24][CH:23]=[C:22]([F:26])[C:3]=1[C:4]([NH:6][C:7]1[CH:12]=[CH:11][C:10](B2OC(C)(C)C(C)(C)O2)=[CH:9][CH:8]=1)=[O:5].[CH3:27][O:28][C:29](=[O:38])[C:30]1[CH:35]=[CH:34][C:33]([CH3:36])=[C:32](Br)[CH:31]=1.C([O-])([O-])=O.[K+].[K+]. (5) Given the product [CH2:21]([N:24]([C:5]1[CH:6]=[CH:7][CH:8]=[C:3]([O:2][CH3:1])[CH:4]=1)[CH2:13][CH2:14][CH2:15][C:16]([O:18][CH2:19][CH3:20])=[O:17])[CH3:22], predict the reactants needed to synthesize it. The reactants are: [CH3:1][O:2][C:3]1[CH:4]=[C:5](CCN)[CH:6]=[CH:7][CH:8]=1.Br[CH2:13][CH2:14][CH2:15][C:16]([O:18][CH2:19][CH3:20])=[O:17].[CH:21]([N:24](C(C)C)CC)(C)[CH3:22]. (6) Given the product [Cl:19][C:8]1[N:9]=[C:10]([N:13]2[CH2:18][CH2:17][O:16][CH2:15][CH2:14]2)[C:11]2[N:12]=[C:3]([CH2:2][N:20]3[CH2:25][CH2:24][CH:23]([C:26]([OH:29])([CH3:28])[CH3:27])[CH2:22][CH2:21]3)[CH:4]=[CH:5][C:6]=2[N:7]=1, predict the reactants needed to synthesize it. The reactants are: Br[CH2:2][C:3]1[CH:4]=[CH:5][C:6]2[N:7]=[C:8]([Cl:19])[N:9]=[C:10]([N:13]3[CH2:18][CH2:17][O:16][CH2:15][CH2:14]3)[C:11]=2[N:12]=1.[NH:20]1[CH2:25][CH2:24][CH:23]([C:26]([OH:29])([CH3:28])[CH3:27])[CH2:22][CH2:21]1. (7) Given the product [Cl:43][C:44]1[CH:45]=[C:46]([C:51]2[O:55][C:54]([CH2:56][CH2:57][NH:58][C:8]([C:4]3[CH:5]=[C:6]([CH3:7])[N:2]([CH3:1])[N:3]=3)=[O:10])=[CH:53][CH:52]=2)[CH:47]=[CH:48][C:49]=1[Cl:50], predict the reactants needed to synthesize it. The reactants are: [CH3:1][N:2]1[C:6]([CH3:7])=[CH:5][C:4]([C:8]([OH:10])=O)=[N:3]1.CCN=C=NCCCN(C)C.Cl.C1C=CC2N(O)N=NC=2C=1.CCN(C(C)C)C(C)C.Cl.[Cl:43][C:44]1[CH:45]=[C:46]([C:51]2[O:55][C:54]([CH2:56][CH2:57][NH2:58])=[CH:53][CH:52]=2)[CH:47]=[CH:48][C:49]=1[Cl:50].